Dataset: Reaction yield outcomes from USPTO patents with 853,638 reactions. Task: Predict the reaction yield, written as a fraction of the theoretical maximum amount of product (1.0 means a 100% yield; for example, 0.34 means a 34% yield). (1) The reactants are [CH3:1][O:2][C:3]1[CH:4]=[C:5]2[C:10](=[CH:11][C:12]=1[O:13][CH3:14])[N:9]=[CH:8][N:7]=[C:6]2[S:15][C:16]1[CH:17]=[C:18]([CH:20]=[CH:21][CH:22]=1)[NH2:19].[C:23]([C:27]1[CH:31]=[C:30]([NH:32][C:33](=O)[O:34]C2C=CC=CC=2)[N:29]([C:42]2[CH:43]=[N:44][CH:45]=[C:46]([F:48])[CH:47]=2)[N:28]=1)([CH3:26])([CH3:25])[CH3:24]. The catalyst is C1COCC1.CN(C1C=CN=CC=1)C. The product is [C:23]([C:27]1[CH:31]=[C:30]([NH:32][C:33]([NH:19][C:18]2[CH:20]=[CH:21][CH:22]=[C:16]([S:15][C:6]3[C:5]4[C:10](=[CH:11][C:12]([O:13][CH3:14])=[C:3]([O:2][CH3:1])[CH:4]=4)[N:9]=[CH:8][N:7]=3)[CH:17]=2)=[O:34])[N:29]([C:42]2[CH:43]=[N:44][CH:45]=[C:46]([F:48])[CH:47]=2)[N:28]=1)([CH3:26])([CH3:24])[CH3:25]. The yield is 0.620. (2) The reactants are [Cl:1][C:2]1[S:6][C:5]([C:7]2[N:12]=[C:11]([NH:13][C:14]3[CH:19]=[CH:18][C:17]([CH2:20][C:21](O)=[O:22])=[CH:16][CH:15]=3)[C:10]([CH2:24][CH3:25])=[C:9]([CH3:26])[N:8]=2)=[CH:4][CH:3]=1.C[N:28]([C:30](ON1N=NC2C=CC=NC1=2)=[N+:31](C)C)C.F[P-](F)(F)(F)(F)F.C(N(C(C)C)CC)(C)C. The catalyst is CN(C=O)C. The product is [Cl:1][C:2]1[S:6][C:5]([C:7]2[N:12]=[C:11]([NH:13][C:14]3[CH:19]=[CH:18][C:17]([CH2:20][C:21]([NH:31][C:30]#[N:28])=[O:22])=[CH:16][CH:15]=3)[C:10]([CH2:24][CH3:25])=[C:9]([CH3:26])[N:8]=2)=[CH:4][CH:3]=1. The yield is 0.500. (3) The reactants are [Cl:1][C:2]1[CH:7]=[CH:6][C:5]([S:8]([CH2:11][C:12]2[CH:17]=[C:16]([F:18])[CH:15]=[CH:14][C:13]=2[F:19])(=[O:10])=[O:9])=[CH:4][CH:3]=1.[C:20]1([CH2:26][CH2:27]O)[CH:25]=[CH:24][CH:23]=[CH:22][CH:21]=1.C(C=P(CCCC)(CCCC)CCCC)#N. The catalyst is C1(C)C=CC=CC=1.CCCCCC. The product is [Cl:1][C:2]1[CH:7]=[CH:6][C:5]([S:8]([CH:11]([C:12]2[CH:17]=[C:16]([F:18])[CH:15]=[CH:14][C:13]=2[F:19])[CH2:27][CH2:26][C:20]2[CH:25]=[CH:24][CH:23]=[CH:22][CH:21]=2)(=[O:10])=[O:9])=[CH:4][CH:3]=1. The yield is 0.740. (4) The reactants are CC1C=CC(S(O)(=O)=O)=CC=1.O.C(OC([NH:20][CH2:21][CH:22]([N:31]([CH3:41])[C:32]([O:34][CH2:35][CH2:36][Si:37]([CH3:40])([CH3:39])[CH3:38])=[O:33])[CH2:23][C:24]1([OH:30])[CH2:29][CH2:28][CH2:27][CH2:26][CH2:25]1)=O)(C)(C)C. The catalyst is C(O)C.CCOCC. The product is [NH2:20][CH2:21][CH:22]([N:31]([CH3:41])[C:32]([O:34][CH2:35][CH2:36][Si:37]([CH3:38])([CH3:40])[CH3:39])=[O:33])[CH2:23][C:24]1([OH:30])[CH2:29][CH2:28][CH2:27][CH2:26][CH2:25]1. The yield is 0.890. (5) The reactants are [Br:1][C:2]1[CH:7]=[CH:6][N:5]=[C:4]([CH2:8][NH2:9])[CH:3]=1.[C:10](=O)([O-])[O-:11].[Na+].[Na+]. The yield is 0.650. The catalyst is C(O)=O. The product is [Br:1][C:2]1[CH:7]=[CH:6][N:5]=[C:4]([CH2:8][NH:9][CH:10]=[O:11])[CH:3]=1. (6) The reactants are [C:1]([C:4]1[CH:13]=[C:8]([C:9]([O:11][CH3:12])=[O:10])[C:7]([OH:14])=[CH:6][CH:5]=1)(=[O:3])[CH3:2].C(=O)([O-])[O-].[K+].[K+].[CH2:21](Br)[C:22]1[CH:27]=[CH:26][CH:25]=[CH:24][CH:23]=1. The catalyst is C(#N)C. The product is [CH3:12][O:11][C:9](=[O:10])[C:8]1[CH:13]=[C:4]([C:1](=[O:3])[CH3:2])[CH:5]=[CH:6][C:7]=1[O:14][CH2:21][C:22]1[CH:27]=[CH:26][CH:25]=[CH:24][CH:23]=1. The yield is 1.00.